This data is from Reaction yield outcomes from USPTO patents with 853,638 reactions. The task is: Predict the reaction yield, written as a fraction of the theoretical maximum amount of product (1.0 means a 100% yield; for example, 0.34 means a 34% yield). (1) The catalyst is C(#N)C. The reactants are [NH2:1][C:2]1[CH:3]=[C:4]2[C:8](=[CH:9][CH:10]=1)[N:7]([CH3:11])[C:6](=[O:12])[C:5]12[CH2:16][CH:15]=[CH:14][CH2:13]1.[CH3:17][C:18]1[CH:23]=[CH:22][C:21]([CH2:24][S:25](Cl)(=[O:27])=[O:26])=[CH:20][CH:19]=1.N1C=CC=CC=1. The yield is 0.470. The product is [CH3:11][N:7]1[C:8]2[C:4](=[CH:3][C:2]([NH:1][S:25]([CH2:24][C:21]3[CH:22]=[CH:23][C:18]([CH3:17])=[CH:19][CH:20]=3)(=[O:27])=[O:26])=[CH:10][CH:9]=2)[C:5]2([CH2:13][CH:14]=[CH:15][CH2:16]2)[C:6]1=[O:12]. (2) The reactants are [CH2:1](O)[CH2:2][CH2:3][CH2:4][CH2:5][CH2:6][CH2:7][CH2:8][CH2:9][CH2:10][CH2:11][CH2:12][CH3:13].C1(P(C2C=CC=CC=2)C2C=CC=CC=2)C=CC=CC=1.N1C=CN=C1.[I:39]I. The catalyst is ClCCl. The product is [I:39][CH2:1][CH2:2][CH2:3][CH2:4][CH2:5][CH2:6][CH2:7][CH2:8][CH2:9][CH2:10][CH2:11][CH2:12][CH3:13]. The yield is 0.840. (3) The reactants are [CH2:1]1[NH:6][CH2:5][CH2:4][N:3]2[C:7]3[CH:13]=[CH:12][C:11]([C:14]([OH:16])=[O:15])=[CH:10][C:8]=3[N:9]=[C:2]12.S(=O)(=O)(O)O.[CH2:22](O)[CH3:23]. No catalyst specified. The product is [CH2:1]1[NH:6][CH2:5][CH2:4][N:3]2[C:7]3[CH:13]=[CH:12][C:11]([C:14]([O:16][CH2:22][CH3:23])=[O:15])=[CH:10][C:8]=3[N:9]=[C:2]12. The yield is 0.840. (4) The yield is 0.500. The product is [Br:26][CH2:1][C:2]1[C:3]([CH2:7][N:8]2[C:16](=[O:17])[C:15]3[C:10](=[CH:11][CH:12]=[CH:13][CH:14]=3)[C:9]2=[O:18])=[CH:4][S:5][CH:6]=1. The reactants are [CH3:1][CH:2]1[CH2:6][S:5][CH2:4][CH:3]1[CH2:7][N:8]1[C:16](=[O:17])[C:15]2[C:10](=[CH:11][CH:12]=[CH:13][CH:14]=2)[C:9]1=[O:18].C1C(=O)N([Br:26])C(=O)C1.CC(N=NC(C#N)(C)C)(C#N)C. The catalyst is C(Cl)(Cl)(Cl)Cl. (5) The reactants are [C:12]([O:11][C:9](O[C:9]([O:11][C:12]([CH3:15])([CH3:14])[CH3:13])=[O:10])=[O:10])([CH3:15])([CH3:14])[CH3:13].Br.[Br:17][CH2:18][CH2:19][NH2:20].CN1CCOCC1. The catalyst is C(OCC)(=O)C. The product is [CH3:15][C:12]([CH3:13])([O:11][C:9]([NH:20][CH2:19][CH2:18][Br:17])=[O:10])[CH3:14]. The yield is 0.880. (6) The reactants are [C:1]([C:5]1[CH:10]=[CH:9][CH:8]=[CH:7][C:6]=1[N:11]1[CH2:16][CH2:15][N:14]([C:17](=[O:21])[C:18]([OH:20])=O)[CH2:13][CH2:12]1)([CH3:4])([CH3:3])[CH3:2].[NH2:22][C:23]([CH3:27])([CH3:26])[CH2:24][OH:25].CCN=C=NCCCN(C)C.C1C=CC2N(O)N=NC=2C=1.C(=O)([O-])O.[Na+]. The product is [C:1]([C:5]1[CH:10]=[CH:9][CH:8]=[CH:7][C:6]=1[N:11]1[CH2:12][CH2:13][N:14]([C:17](=[O:21])[C:18]([NH:22][C:23]([CH3:27])([CH3:26])[CH2:24][OH:25])=[O:20])[CH2:15][CH2:16]1)([CH3:4])([CH3:3])[CH3:2]. The yield is 0.810. The catalyst is C(#N)C. (7) The reactants are Cl.C[O:3][C:4](=[O:38])[C:5]1[CH:10]=[CH:9][C:8]([O:11][C:12]2[CH:17]=[CH:16][C:15]([CH2:18][C@H:19]([NH2:37])[C:20]3[N:21]([CH2:33][CH2:34][CH2:35][CH3:36])[CH:22]=[C:23]([C:25]4[CH:30]=[CH:29][C:28]([Cl:31])=[CH:27][C:26]=4[Cl:32])[N:24]=3)=[CH:14][CH:13]=2)=[CH:7][CH:6]=1.[F:39][C:40]1[CH:45]=[CH:44][C:43]([CH2:46][C:47]([OH:49])=O)=[CH:42][CH:41]=1. No catalyst specified. The product is [CH2:33]([N:21]1[CH:22]=[C:23]([C:25]2[CH:30]=[CH:29][C:28]([Cl:31])=[CH:27][C:26]=2[Cl:32])[N:24]=[C:20]1[C@@H:19]([NH:37][C:47](=[O:49])[CH2:46][C:43]1[CH:42]=[CH:41][C:40]([F:39])=[CH:45][CH:44]=1)[CH2:18][C:15]1[CH:16]=[CH:17][C:12]([O:11][C:8]2[CH:9]=[CH:10][C:5]([C:4]([OH:38])=[O:3])=[CH:6][CH:7]=2)=[CH:13][CH:14]=1)[CH2:34][CH2:35][CH3:36]. The yield is 0.670.